The task is: Predict which catalyst facilitates the given reaction.. This data is from Catalyst prediction with 721,799 reactions and 888 catalyst types from USPTO. (1) Reactant: [NH2:1][C:2]1[C:7]([F:8])=[CH:6][N:5]=[C:4]([O:9][CH2:10][C:11]2[CH:12]=[C:13]([CH:16]=[CH:17][CH:18]=2)[C:14]#[N:15])[N:3]=1.[CH2:19]([N:22]=[C:23]=[S:24])[CH2:20][CH3:21].[Li+].C[Si]([N-][Si](C)(C)C)(C)C.[NH4+].[Cl-]. Product: [C:14]([C:13]1[CH:12]=[C:11]([CH:18]=[CH:17][CH:16]=1)[CH2:10][O:9][C:4]1[N:3]=[C:2]([NH:1][C:23]([NH:22][CH2:19][CH2:20][CH3:21])=[S:24])[C:7]([F:8])=[CH:6][N:5]=1)#[N:15]. The catalyst class is: 3. (2) Product: [O:21]=[C:15]1[CH:14]([N:7]2[C:6](=[O:22])[C:5]3[C:9](=[CH:10][CH:11]=[CH:12][C:4]=3[CH2:3][NH:2][C:26](=[O:27])[C:25]3[CH:29]=[CH:30][CH:31]=[C:32]([C:33]([F:34])([F:35])[F:36])[C:24]=3[F:23])[C:8]2=[O:13])[CH2:19][CH2:18][C:17](=[O:20])[NH:16]1. The catalyst class is: 2. Reactant: Cl.[NH2:2][CH2:3][C:4]1[CH:12]=[CH:11][CH:10]=[C:9]2[C:5]=1[C:6](=[O:22])[N:7]([CH:14]1[CH2:19][CH2:18][C:17](=[O:20])[NH:16][C:15]1=[O:21])[C:8]2=[O:13].[F:23][C:24]1[C:32]([C:33]([F:36])([F:35])[F:34])=[CH:31][CH:30]=[CH:29][C:25]=1[C:26](Cl)=[O:27].C(N(C(C)C)CC)(C)C.